Dataset: Full USPTO retrosynthesis dataset with 1.9M reactions from patents (1976-2016). Task: Predict the reactants needed to synthesize the given product. (1) Given the product [Cl:1][C:2]1[CH:7]=[CH:6][C:5]([CH:8]([O:9][CH2:10][C:11]#[CH:12])[C:14]#[N:15])=[CH:4][CH:3]=1, predict the reactants needed to synthesize it. The reactants are: [Cl:1][C:2]1[CH:7]=[CH:6][C:5]([CH:8](Cl)[O:9][CH2:10][C:11]#[CH:12])=[CH:4][CH:3]=1.[C-:14]#[N:15].[Na+].O.[OH-].[Na+]. (2) Given the product [CH3:16][N:2]([CH3:1])[N:3]=[CH:4][C:5]1[CH:13]=[CH:12][CH:11]=[C:10]2[C:6]=1[C:7](=[O:15])[N:18]([CH:19]1[CH2:25][CH2:24][C:23](=[O:26])[NH:22][C:20]1=[O:21])[C:9]2=[O:14], predict the reactants needed to synthesize it. The reactants are: [CH3:1][N:2]([CH3:16])[N:3]=[CH:4][C:5]1[CH:13]=[CH:12][CH:11]=[C:10]2[C:6]=1[C:7](=[O:15])O[C:9]2=[O:14].Cl.[NH2:18][CH:19]1[CH2:25][CH2:24][C:23](=[O:26])[NH:22][C:20]1=[O:21].N1C=CN=C1.C(O)(=O)C. (3) The reactants are: [OH-].[Na+].[Br:3][C:4]1[CH:12]=[C:11](F)[C:7]([C:8]([OH:10])=[O:9])=[C:6]([F:14])[CH:5]=1.[CH3:15][S-:16].[Na+]. Given the product [F:14][C:6]1[C:7]([C:8]([OH:10])=[O:9])=[C:11]([S:16][CH3:15])[CH:12]=[C:4]([Br:3])[CH:5]=1, predict the reactants needed to synthesize it.